From a dataset of Full USPTO retrosynthesis dataset with 1.9M reactions from patents (1976-2016). Predict the reactants needed to synthesize the given product. Given the product [N:15]1[CH:23]=[CH:25][N:27]=[CH:17][C:16]=1[C:20]([OH:22])=[O:21], predict the reactants needed to synthesize it. The reactants are: C(O)(C(F)(F)F)=O.O.C(O[Na])(C)=O.N1C=C[CH:17]=[C:16]2[C:20]([O:22][C:23](=O)[N:15]12)=[O:21].[C:25](#[N:27])C.